From a dataset of Forward reaction prediction with 1.9M reactions from USPTO patents (1976-2016). Predict the product of the given reaction. (1) Given the reactants [Cl:1][C:2]1[C:11]([C:12]2[CH:17]=[CH:16][CH:15]=[CH:14][C:13]=2[CH2:18][O:19][CH2:20][CH2:21][CH:22]2[CH2:27][CH2:26][N:25]([CH2:28][C:29]([F:32])([F:31])[F:30])[CH2:24][CH2:23]2)=[CH:10][C:9]([O:33]COCCOC)=[C:8]2[C:3]=1[C:4](=[O:46])[N:5](COCCOC)[CH:6]=[N:7]2.[F:47][C:48]([F:53])([F:52])[C:49]([OH:51])=[O:50], predict the reaction product. The product is: [F:47][C:48]([F:53])([F:52])[C:49]([OH:51])=[O:50].[Cl:1][C:2]1[C:11]([C:12]2[CH:17]=[CH:16][CH:15]=[CH:14][C:13]=2[CH2:18][O:19][CH2:20][CH2:21][CH:22]2[CH2:23][CH2:24][N:25]([CH2:28][C:29]([F:32])([F:31])[F:30])[CH2:26][CH2:27]2)=[CH:10][C:9]([OH:33])=[C:8]2[C:3]=1[C:4](=[O:46])[NH:5][CH:6]=[N:7]2. (2) Given the reactants [NH:1]1[C:5]2=[CH:6][N:7]=[CH:8][CH:9]=[C:4]2[CH2:3][C:2]1=[O:10].[Li+].C[Si]([N-][Si](C)(C)C)(C)C.[CH2:21]1[CH2:25][O:24][CH2:23][CH2:22]1.BrCCOCCBr, predict the reaction product. The product is: [NH:1]1[C:5]2=[CH:6][N:7]=[CH:8][CH:9]=[C:4]2[C:3]2([CH2:21][CH2:25][O:24][CH2:23][CH2:22]2)[C:2]1=[O:10]. (3) The product is: [CH2:1]([N:8]1[CH2:13][CH2:12][N:11]([C:18]2[N:17]=[N:16][C:15]([NH2:14])=[CH:20][CH:19]=2)[CH2:10][CH2:9]1)[C:2]1[CH:3]=[CH:4][CH:5]=[CH:6][CH:7]=1. Given the reactants [CH2:1]([N:8]1[CH2:13][CH2:12][NH:11][CH2:10][CH2:9]1)[C:2]1[CH:7]=[CH:6][CH:5]=[CH:4][CH:3]=1.[NH2:14][C:15]1[N:16]=[N:17][C:18](Cl)=[CH:19][CH:20]=1, predict the reaction product. (4) The product is: [C:27]([NH:2][C:3]1([C:6]([NH:8][C@H:9]([B:14]2[O:18][C@@H:17]3[CH2:19][C@@H:20]4[CH2:23][C@H:22]([C@:16]3([CH3:26])[O:15]2)[C:21]4([CH3:24])[CH3:25])[CH2:10][CH:11]([CH3:13])[CH3:12])=[O:7])[CH2:5][CH2:4]1)(=[O:29])[CH3:28]. Given the reactants Cl.[NH2:2][C:3]1([C:6]([NH:8][C@H:9]([B:14]2[O:18][C@@H:17]3[CH2:19][C@@H:20]4[CH2:23][C@H:22]([C@:16]3([CH3:26])[O:15]2)[C:21]4([CH3:25])[CH3:24])[CH2:10][CH:11]([CH3:13])[CH3:12])=[O:7])[CH2:5][CH2:4]1.[C:27](OC(=O)C)(=[O:29])[CH3:28].CCN(C(C)C)C(C)C, predict the reaction product. (5) The product is: [N:19]([CH2:6][CH:7]1[CH2:8][N:9]([C@@H:13]([CH2:14][CH3:15])[C:16]([NH2:18])=[O:17])[C:10](=[O:12])[CH2:11]1)=[N+:20]=[N-:21]. Given the reactants CS(O[CH2:6][CH:7]1[CH2:11][C:10](=[O:12])[N:9]([C@H:13]([C:16]([NH2:18])=[O:17])[CH2:14][CH3:15])[CH2:8]1)(=O)=O.[N-:19]=[N+:20]=[N-:21].[Na+].FCC1CN([C@@H](CC)C(N)=O)C(=O)C1.O=C1CC(CN2C=NN=N2)CN1[C@@H](CC)C(N)=O.O=C1CC(CN2C=NC=N2)CN1[C@@H](CC)C(N)=O.O=C1CC(CN2C=CN=N2)CN1C(CC)C(N)=O.C(SCC1CN([C@@H](CC)C(N)=O)C(=O)C1)(C)C.O=C1CC(CN2CCCC2)CN1[C@@H](CC)C(N)=O.O=C1CC(CN2CCSCC2)CN1[C@@H](CC)C(N)=O, predict the reaction product. (6) Given the reactants [Cl:1][C:2]1[N:3]=[C:4](Cl)[C:5]2[CH:10]=[CH:9][NH:8][C:6]=2[N:7]=1.[Cl:12][C:13]1[CH:14]=[C:15](B(O)O)[CH:16]=[CH:17][C:18]=1[F:19].C([O-])([O-])=O.[Na+].[Na+], predict the reaction product. The product is: [Cl:1][C:2]1[N:3]=[C:4]([C:15]2[CH:16]=[CH:17][C:18]([F:19])=[C:13]([Cl:12])[CH:14]=2)[C:5]2[CH:10]=[CH:9][NH:8][C:6]=2[N:7]=1.